This data is from HIV replication inhibition screening data with 41,000+ compounds from the AIDS Antiviral Screen. The task is: Binary Classification. Given a drug SMILES string, predict its activity (active/inactive) in a high-throughput screening assay against a specified biological target. The compound is Cc1cc(C)cc(Sc2c([N+](=O)[O-])ncn2C)c1. The result is 0 (inactive).